From a dataset of Forward reaction prediction with 1.9M reactions from USPTO patents (1976-2016). Predict the product of the given reaction. (1) Given the reactants FC(F)(F)C(O)=O.FC(F)(F)C(O)=O.[NH2:15][CH2:16][C@H:17]1[CH2:22][CH2:21][C@H:20]([N:23]2[C:27]3=[C:28]4[S:34][CH:33]=[CH:32][C:29]4=[N:30][CH:31]=[C:26]3[N:25]=[C:24]2[C@H:35]([OH:37])[CH3:36])[CH2:19][CH2:18]1.C(N(CC)CC)C.Cl[C:46]([O:48][CH:49]([CH3:51])[CH3:50])=[O:47], predict the reaction product. The product is: [OH:37][C@@H:35]([C:24]1[N:23]([C@H:20]2[CH2:21][CH2:22][C@H:17]([CH2:16][NH:15][C:46](=[O:47])[O:48][CH:49]([CH3:51])[CH3:50])[CH2:18][CH2:19]2)[C:27]2=[C:28]3[S:34][CH:33]=[CH:32][C:29]3=[N:30][CH:31]=[C:26]2[N:25]=1)[CH3:36]. (2) Given the reactants [C:1]([O:5][C:6]([N:8]([CH2:20][C:21]1[CH:29]=[CH:28][C:24]([C:25]([OH:27])=[O:26])=[CH:23][CH:22]=1)[CH2:9][C:10]1[CH:15]=[CH:14][C:13]([C:16]([F:19])([F:18])[F:17])=[CH:12][CH:11]=1)=[O:7])([CH3:4])([CH3:3])[CH3:2].O[NH:31][C:32](=[NH:44])[CH2:33][CH2:34][CH2:35][CH2:36][CH2:37][CH2:38][CH2:39][CH2:40][CH2:41][CH2:42][CH3:43].C(Cl)CCl, predict the reaction product. The product is: [C:32]([NH:44][O:26][C:25]([C:24]1[CH:23]=[CH:22][C:21]([CH2:20][N:8]([CH2:9][C:10]2[CH:15]=[CH:14][C:13]([C:16]([F:19])([F:18])[F:17])=[CH:12][CH:11]=2)[C:6](=[O:7])[O:5][C:1]([CH3:4])([CH3:2])[CH3:3])=[CH:29][CH:28]=1)=[O:27])(=[NH:31])[CH2:33][CH2:34][CH2:35][CH2:36][CH2:37][CH2:38][CH2:39][CH2:40][CH2:41][CH2:42][CH3:43]. (3) Given the reactants ClN1C(=O)CCC1=O.[F:9][C:10]1[CH:11]=[CH:12][C:13]([CH:16]=[N:17][OH:18])=[N:14][CH:15]=1.CN([CH:22]=[CH:23][C:24]([O:26][CH2:27][CH3:28])=[O:25])C.C(N(CC)CC)C.Cl, predict the reaction product. The product is: [CH2:27]([O:26][C:24]([C:23]1[C:16]([C:13]2[CH:12]=[CH:11][C:10]([F:9])=[CH:15][N:14]=2)=[N:17][O:18][CH:22]=1)=[O:25])[CH3:28]. (4) Given the reactants Cl[C:2]1[N:7]=[N:6][C:5]([N:8]2[C:12]([C:13]3[CH:18]=[CH:17][C:16]([CH3:19])=[CH:15][N:14]=3)=[CH:11][C:10]([C:20]([O:22]C)=[O:21])=[N:9]2)=[CH:4][CH:3]=1.C[O-].[Na+].[CH2:27]([O:29]CC)C.O, predict the reaction product. The product is: [CH3:27][O:29][C:2]1[N:7]=[N:6][C:5]([N:8]2[C:12]([C:13]3[CH:18]=[CH:17][C:16]([CH3:19])=[CH:15][N:14]=3)=[CH:11][C:10]([C:20]([OH:22])=[O:21])=[N:9]2)=[CH:4][CH:3]=1.